This data is from Reaction yield outcomes from USPTO patents with 853,638 reactions. The task is: Predict the reaction yield, written as a fraction of the theoretical maximum amount of product (1.0 means a 100% yield; for example, 0.34 means a 34% yield). (1) The reactants are [C:1]1([C:25]#[C:26][CH2:27][CH2:28][CH2:29][OH:30])[CH:6]=[C:5]([C:7]#[C:8][CH2:9][CH2:10][CH2:11][OH:12])[C:4]([C:13]#[C:14][CH2:15][CH2:16][CH2:17][OH:18])=[CH:3][C:2]=1[C:19]#[C:20][CH2:21][CH2:22][CH2:23][OH:24]. The catalyst is CO.[Pd]. The product is [C:5]1([CH2:7][CH2:8][CH2:9][CH2:10][CH2:11][OH:12])[CH:6]=[C:1]([CH2:25][CH2:26][CH2:27][CH2:28][CH2:29][OH:30])[C:2]([CH2:19][CH2:20][CH2:21][CH2:22][CH2:23][OH:24])=[CH:3][C:4]=1[CH2:13][CH2:14][CH2:15][CH2:16][CH2:17][OH:18]. The yield is 0.950. (2) The reactants are I[C:2]1[C:7]([C:8]([F:11])([F:10])[F:9])=[CH:6][N:5]=[C:4]([S:12][CH3:13])[N:3]=1.C1(P(C2C=CC=CC=2)C2C=CC=CC=2)C=CC=CC=1.[C:33]([C:35]1[CH:40]=[CH:39][CH:38]=[CH:37][C:36]=1[CH2:41][C:42]([O:44][CH3:45])=[O:43])#[CH:34].C1COCC1. The catalyst is Cl[Pd](Cl)([P](C1C=CC=CC=1)(C1C=CC=CC=1)C1C=CC=CC=1)[P](C1C=CC=CC=1)(C1C=CC=CC=1)C1C=CC=CC=1.[Cu]I.C(N(CC)CC)C. The product is [CH3:13][S:12][C:4]1[N:3]=[C:2]([C:34]#[C:33][C:35]2[CH:40]=[CH:39][CH:38]=[CH:37][C:36]=2[CH2:41][C:42]([O:44][CH3:45])=[O:43])[C:7]([C:8]([F:11])([F:10])[F:9])=[CH:6][N:5]=1. The yield is 0.690. (3) The catalyst is CN(C=O)C. The yield is 0.480. The reactants are [OH:1][N:2]1[C:10](=[O:11])[C:9]2[C:4](=[CH:5][CH:6]=[CH:7][CH:8]=2)[C:3]1=[O:12].Br[CH2:14][CH:15]1[CH2:17][CH2:16]1.CCN(CC)CC. The product is [CH:15]1([CH2:14][O:1][N:2]2[C:10](=[O:11])[C:9]3[C:4](=[CH:5][CH:6]=[CH:7][CH:8]=3)[C:3]2=[O:12])[CH2:17][CH2:16]1.